This data is from Forward reaction prediction with 1.9M reactions from USPTO patents (1976-2016). The task is: Predict the product of the given reaction. (1) Given the reactants [CH3:1][C:2]1[C:6]2[CH:7]=[C:8]([C:11]([F:14])([F:13])[F:12])[CH:9]=[CH:10][C:5]=2[S:4][C:3]=1/[CH:15]=[CH:16]/[C:17]([O:19][CH2:20][CH3:21])=[O:18], predict the reaction product. The product is: [CH3:1][C:2]1[C:6]2[CH:7]=[C:8]([C:11]([F:12])([F:13])[F:14])[CH:9]=[CH:10][C:5]=2[S:4][C:3]=1[CH2:15][CH2:16][C:17]([O:19][CH2:20][CH3:21])=[O:18]. (2) Given the reactants F[C:2]1[CH:7]=[C:6]([S:8]([CH3:11])(=[O:10])=[O:9])[CH:5]=[C:4]([F:12])[CH:3]=1.[F:13][C:14]([F:36])([F:35])[C:15]1[N:19]([C:20]2[CH:25]=[CH:24][C:23]([OH:26])=[CH:22][CH:21]=2)[C:18]2[CH:27]=[CH:28][CH:29]=[C:30]([C:31]([F:34])([F:33])[F:32])[C:17]=2[N:16]=1, predict the reaction product. The product is: [F:12][C:4]1[CH:3]=[C:2]([CH:7]=[C:6]([S:8]([CH3:11])(=[O:10])=[O:9])[CH:5]=1)[O:26][C:23]1[CH:22]=[CH:21][C:20]([N:19]2[C:18]3[CH:27]=[CH:28][CH:29]=[C:30]([C:31]([F:32])([F:33])[F:34])[C:17]=3[N:16]=[C:15]2[C:14]([F:36])([F:35])[F:13])=[CH:25][CH:24]=1.